This data is from Forward reaction prediction with 1.9M reactions from USPTO patents (1976-2016). The task is: Predict the product of the given reaction. Given the reactants [CH2:1]([O:8][C:9]1[CH:14]=[CH:13][C:12]([C:15]2[N:20]=[C:19]3[N:21]([CH:25]4[CH2:30][CH2:29][CH2:28][CH2:27][O:26]4)[N:22]=[C:23]([CH3:24])[C:18]3=[C:17]([C:31](=O)[CH3:32])[CH:16]=2)=[C:11]([F:34])[CH:10]=1)[C:2]1[CH:7]=[CH:6][CH:5]=[CH:4][CH:3]=1.[C:35]([O:39][C:40]([N:42]1[CH2:47][CH2:46][NH:45][CH2:44][CH2:43]1)=[O:41])([CH3:38])([CH3:37])[CH3:36].C(O[BH-](OC(=O)C)OC(=O)C)(=O)C.[Na+].C(O[BH-](OC(=O)C)OC(=O)C)(=O)C, predict the reaction product. The product is: [C:35]([O:39][C:40]([N:42]1[CH2:47][CH2:46][N:45]([CH:31]([C:17]2[CH:16]=[C:15]([C:12]3[CH:13]=[CH:14][C:9]([O:8][CH2:1][C:2]4[CH:7]=[CH:6][CH:5]=[CH:4][CH:3]=4)=[CH:10][C:11]=3[F:34])[N:20]=[C:19]3[N:21]([CH:25]4[CH2:30][CH2:29][CH2:28][CH2:27][O:26]4)[N:22]=[C:23]([CH3:24])[C:18]=23)[CH3:32])[CH2:44][CH2:43]1)=[O:41])([CH3:38])([CH3:36])[CH3:37].